This data is from Full USPTO retrosynthesis dataset with 1.9M reactions from patents (1976-2016). The task is: Predict the reactants needed to synthesize the given product. Given the product [CH2:49]([O:51][C:52](=[O:57])[CH2:53][CH2:54][CH2:55][NH:1][C@H:2]([C:34]1[CH:39]=[CH:38][CH:37]=[CH:36][CH:35]=1)[CH2:3][N:4]1[C:9](=[O:10])[C:8]([C:11]2[CH:16]=[CH:15][CH:14]=[C:13]([O:17][CH3:18])[C:12]=2[F:19])=[C:7]([CH3:20])[N:6]([CH2:21][C:22]2[C:27]([C:28]([F:29])([F:31])[F:30])=[CH:26][CH:25]=[CH:24][C:23]=2[F:32])[C:5]1=[O:33])[CH3:50], predict the reactants needed to synthesize it. The reactants are: [NH2:1][C@H:2]([C:34]1[CH:39]=[CH:38][CH:37]=[CH:36][CH:35]=1)[CH2:3][N:4]1[C:9](=[O:10])[C:8]([C:11]2[CH:16]=[CH:15][CH:14]=[C:13]([O:17][CH3:18])[C:12]=2[F:19])=[C:7]([CH3:20])[N:6]([CH2:21][C:22]2[C:27]([C:28]([F:31])([F:30])[F:29])=[CH:26][CH:25]=[CH:24][C:23]=2[F:32])[C:5]1=[O:33].C(N(C(C)C)CC)(C)C.[CH2:49]([O:51][C:52](=[O:57])[CH2:53][CH2:54][CH2:55]Br)[CH3:50].C(OC(C)C)(=O)C.